From a dataset of Catalyst prediction with 721,799 reactions and 888 catalyst types from USPTO. Predict which catalyst facilitates the given reaction. (1) Reactant: [NH2:1][C:2]1[C:3]([C:13]([O:15][CH2:16][CH3:17])=[O:14])=[N:4][C:5]2[C:10]([CH:11]=1)=[CH:9][CH:8]=[C:7]([Br:12])[CH:6]=2.N1C=CC=CC=1.Cl[C:25]([O:27][CH2:28][C:29]1[CH:34]=[CH:33][CH:32]=[CH:31][CH:30]=1)=[O:26]. Product: [CH2:28]([O:27][C:25]([NH:1][C:2]1[C:3]([C:13]([O:15][CH2:16][CH3:17])=[O:14])=[N:4][C:5]2[C:10]([CH:11]=1)=[CH:9][CH:8]=[C:7]([Br:12])[CH:6]=2)=[O:26])[C:29]1[CH:34]=[CH:33][CH:32]=[CH:31][CH:30]=1. The catalyst class is: 2. (2) Reactant: [CH2:1]([O:8][C:9]1[CH:16]=[CH:15][C:12]([CH:13]=O)=[CH:11][C:10]=1[O:17][CH3:18])[C:2]1[CH:7]=[CH:6][CH:5]=[CH:4][CH:3]=1.[S:19]1[CH2:25][C:23](=[O:24])[NH:22][C:20]1=[S:21].C([O-])(=O)C.[Na+].O. Product: [CH2:1]([O:8][C:9]1[CH:16]=[CH:15][C:12](/[CH:13]=[C:25]2/[C:23](=[O:24])[NH:22][C:20](=[S:21])[S:19]/2)=[CH:11][C:10]=1[O:17][CH3:18])[C:2]1[CH:7]=[CH:6][CH:5]=[CH:4][CH:3]=1. The catalyst class is: 15.